This data is from Catalyst prediction with 721,799 reactions and 888 catalyst types from USPTO. The task is: Predict which catalyst facilitates the given reaction. (1) Reactant: [N+:1]([C:4]1[CH:5]=[C:6]([C:13]([N:15]2[CH2:20][CH2:19][N:18]([CH2:21][CH2:22][N:23]3[CH2:28][CH2:27][O:26][CH2:25][CH2:24]3)[CH2:17][CH2:16]2)=[O:14])[CH:7]=[CH:8][C:9]=1[N+:10]([O-])=O)([O-])=O. Product: [NH2:1][C:4]1[CH:5]=[C:6]([C:13]([N:15]2[CH2:20][CH2:19][N:18]([CH2:21][CH2:22][N:23]3[CH2:24][CH2:25][O:26][CH2:27][CH2:28]3)[CH2:17][CH2:16]2)=[O:14])[CH:7]=[CH:8][C:9]=1[NH2:10]. The catalyst class is: 696. (2) Reactant: C[O:2][C:3](=[O:39])[C:4]1[CH:9]=[CH:8][CH:7]=[C:6]([S:10][C:11]([C:14]2[CH:19]=[CH:18][C:17]([O:20][CH2:21][C:22]3[N:23]([C:30]4[C:35]([Cl:36])=[CH:34][CH:33]=[CH:32][C:31]=4[Cl:37])[N:24]=[CH:25][C:26]=3[CH:27]([CH3:29])[CH3:28])=[CH:16][C:15]=2[CH3:38])([CH3:13])[CH3:12])[CH:5]=1.[OH-].[Li+]. Product: [Cl:36][C:35]1[CH:34]=[CH:33][CH:32]=[C:31]([Cl:37])[C:30]=1[N:23]1[C:22]([CH2:21][O:20][C:17]2[CH:18]=[CH:19][C:14]([C:11]([S:10][C:6]3[CH:5]=[C:4]([CH:9]=[CH:8][CH:7]=3)[C:3]([OH:39])=[O:2])([CH3:13])[CH3:12])=[C:15]([CH3:38])[CH:16]=2)=[C:26]([CH:27]([CH3:29])[CH3:28])[CH:25]=[N:24]1. The catalyst class is: 12. (3) Reactant: [N+:1]([C:4]1[CH:41]=[CH:40][C:7]([O:8][CH2:9][CH2:10][CH2:11][CH2:12][CH2:13][C:14]([O:16][CH2:17][CH2:18][O:19][CH2:20][CH2:21][O:22][C:23](=[O:39])[CH2:24][CH2:25][CH2:26][CH2:27][CH2:28][O:29][C:30]2[CH:35]=[CH:34][C:33]([N+:36]([O-])=O)=[CH:32][CH:31]=2)=[O:15])=[CH:6][CH:5]=1)([O-])=O. Product: [NH2:36][C:33]1[CH:32]=[CH:31][C:30]([O:29][CH2:28][CH2:27][CH2:26][CH2:25][CH2:24][C:23]([O:22][CH2:21][CH2:20][O:19][CH2:18][CH2:17][O:16][C:14](=[O:15])[CH2:13][CH2:12][CH2:11][CH2:10][CH2:9][O:8][C:7]2[CH:6]=[CH:5][C:4]([NH2:1])=[CH:41][CH:40]=2)=[O:39])=[CH:35][CH:34]=1. The catalyst class is: 78.